From a dataset of Reaction yield outcomes from USPTO patents with 853,638 reactions. Predict the reaction yield, written as a fraction of the theoretical maximum amount of product (1.0 means a 100% yield; for example, 0.34 means a 34% yield). (1) The product is [CH3:1][O:2][C:3]1[CH:4]=[C:5]([CH:11]2[CH2:16][CH:15]([C:17]([F:20])([F:18])[F:19])[N:14]3[N:21]=[C:22]([C:24]4[CH:25]=[C:26]([CH:30]=[CH:31][CH:32]=4)[C:27]([N:36]4[CH2:37][CH2:38][N:33]([C:39]([O:41][C:42]([CH3:45])([CH3:44])[CH3:43])=[O:40])[CH2:34][CH2:35]4)=[O:28])[CH:23]=[C:13]3[NH:12]2)[CH:6]=[CH:7][C:8]=1[O:9][CH3:10]. No catalyst specified. The yield is 0.520. The reactants are [CH3:1][O:2][C:3]1[CH:4]=[C:5]([CH:11]2[CH2:16][CH:15]([C:17]([F:20])([F:19])[F:18])[N:14]3[N:21]=[C:22]([C:24]4[CH:25]=[C:26]([CH:30]=[CH:31][CH:32]=4)[C:27](O)=[O:28])[CH:23]=[C:13]3[NH:12]2)[CH:6]=[CH:7][C:8]=1[O:9][CH3:10].[N:33]1([C:39]([O:41][C:42]([CH3:45])([CH3:44])[CH3:43])=[O:40])[CH2:38][CH2:37][NH:36][CH2:35][CH2:34]1. (2) The reactants are CN(C(ON1N=NC2C=CC=NC1=2)=[N+](C)C)C.F[P-](F)(F)(F)(F)F.[F:25][C:26]1[CH:31]=[CH:30][C:29]([C:32]2[O:33][C:34]3[CH:44]=[CH:43][C:42]([C:45]4[CH:46]=[C:47]([CH:51]=[CH:52][CH:53]=4)[C:48](O)=[O:49])=[CH:41][C:35]=3[C:36]=2[C:37](=[O:40])[NH:38][CH3:39])=[CH:28][CH:27]=1.Cl.[NH2:55][C:56]([CH3:62])([CH3:61])[C:57]([O:59]C)=[O:58].CCN(C(C)C)C(C)C. The catalyst is ClCCCl.CN(C=O)C. The product is [F:25][C:26]1[CH:31]=[CH:30][C:29]([C:32]2[O:33][C:34]3[CH:44]=[CH:43][C:42]([C:45]4[CH:46]=[C:47]([CH:51]=[CH:52][CH:53]=4)[C:48]([NH:55][C:56]([CH3:62])([CH3:61])[C:57]([OH:59])=[O:58])=[O:49])=[CH:41][C:35]=3[C:36]=2[C:37](=[O:40])[NH:38][CH3:39])=[CH:28][CH:27]=1. The yield is 1.10. (3) The reactants are [C:18]1(P([C:14]2[CH:19]=[CH:18][CH:17]=[CH:16]C=2)[C:18]2[CH:19]=[CH:14]C=[CH:16][CH:17]=2)[CH:19]=[CH:14]C=[CH:16][CH:17]=1.CC(O[C:24](/[N:26]=[N:27]/[C:28](OC(C)C)=O)=O)C.O[CH:35]1[CH2:40][CH2:39][N:38]([CH3:41])[CH2:37][CH2:36]1.[CH2:42]([Cl:44])Cl. No catalyst specified. The product is [Cl:44][C:42]1[CH:16]=[CH:17][C:18]([C:28]2[C:36]3[CH:37]=[N:38][CH:39]=[CH:40][C:24]=3[N:26]([CH:35]3[CH2:40][CH2:39][N:38]([CH3:41])[CH2:37][CH2:36]3)[N:27]=2)=[CH:19][CH:14]=1. The yield is 0.118. (4) The reactants are Br[C:2]1[CH:7]=[CH:6][C:5]([CH:8]([OH:13])[C:9]([F:12])([F:11])[F:10])=[CH:4][CH:3]=1.[C:14]1([CH3:23])[CH:19]=[CH:18][CH:17]=[C:16](B(O)O)[CH:15]=1.C([O-])([O-])=O.[Na+].[Na+].C(C#N)(C)=O. The catalyst is Cl[Pd](Cl)([P](C1C=CC=CC=1)(C1C=CC=CC=1)C1C=CC=CC=1)[P](C1C=CC=CC=1)(C1C=CC=CC=1)C1C=CC=CC=1.C(Cl)Cl.O. The product is [F:10][C:9]([F:12])([F:11])[CH:8]([C:5]1[CH:6]=[CH:7][CH:2]=[CH:3][C:4]=1[C:16]1[CH:17]=[CH:18][CH:19]=[C:14]([CH3:23])[CH:15]=1)[OH:13]. The yield is 0.790. (5) The reactants are [CH2:1]([N:8]1[CH2:13][CH2:12][C:11]([C:22]2[CH:31]=[CH:30][C:25]([C:26](NC)=O)=[CH:24][CH:23]=2)([C:14]2[CH:19]=[CH:18][CH:17]=[C:16]([O:20][CH3:21])[CH:15]=2)[CH2:10][CH2:9]1)[C:2]1[CH:7]=[CH:6][CH:5]=[CH:4][CH:3]=1.N1C=CC=CC=1.S(OS(C(F)(F)F)(=O)=O)(C(F)(F)F)(=O)=O.[NH2:53][C:54]([CH3:58])([CH3:57])[CH2:55][OH:56]. The catalyst is C(Cl)Cl.O. The product is [CH2:1]([N:8]1[CH2:9][CH2:10][C:11]([C:22]2[CH:23]=[CH:24][C:25]([C:26]3[O:56][CH2:55][C:54]([CH3:58])([CH3:57])[N:53]=3)=[CH:30][CH:31]=2)([C:14]2[CH:19]=[CH:18][CH:17]=[C:16]([O:20][CH3:21])[CH:15]=2)[CH2:12][CH2:13]1)[C:2]1[CH:3]=[CH:4][CH:5]=[CH:6][CH:7]=1. The yield is 0.680.